This data is from Peptide-MHC class I binding affinity with 185,985 pairs from IEDB/IMGT. The task is: Regression. Given a peptide amino acid sequence and an MHC pseudo amino acid sequence, predict their binding affinity value. This is MHC class I binding data. The peptide sequence is NPLEIYQEI. The MHC is HLA-A02:01 with pseudo-sequence HLA-A02:01. The binding affinity (normalized) is 0.0847.